Task: Predict the reactants needed to synthesize the given product.. Dataset: Full USPTO retrosynthesis dataset with 1.9M reactions from patents (1976-2016) (1) Given the product [N+:34]([N:13]([N+:58]([O-:60])=[O:59])[C:12]1[CH:7]=[CH:8][CH:9]=[CH:10][CH:11]=1)([O-:36])=[O:35], predict the reactants needed to synthesize it. The reactants are: CCC(N[C:7]1[C:8]([N+]([O-])=O)=[CH:9][C:10](C)=[C:11](C)[C:12]=1[N+:13]([O-])=O)CC.CCCN(C1C([N+:34]([O-:36])=[O:35])=C(N)C(C(F)(F)F)=CC=1[N+]([O-])=O)CCC.CCCN(C1C([N+]([O-])=O)=CC(C(F)(F)F)=CC=1[N+:58]([O-:60])=[O:59])CCC. (2) Given the product [C:1]([C:3]1[CH:8]=[CH:7][C:6]([O:9][CH3:10])=[CH:5][N:4]=1)#[N:2], predict the reactants needed to synthesize it. The reactants are: [C:1]([C:3]1[CH:8]=[CH:7][C:6]([OH:9])=[CH:5][N:4]=1)#[N:2].[CH3:10]N(C=O)C.C([O-])([O-])=O.[K+].[K+].CI. (3) Given the product [CH3:15][C:9]1[CH:14]=[CH:13][CH:12]=[C:11]2[C:10]=1[CH2:21][CH2:22][O:23][CH:24]2[C:25]1[NH:3][CH2:2][CH2:1][N:4]=1, predict the reactants needed to synthesize it. The reactants are: [CH2:1]([NH2:4])[CH2:2][NH2:3].C[Al](C)C.[C:9]1([CH3:15])[CH:14]=[CH:13][CH:12]=[CH:11][CH:10]=1.BrC1C=[C:25]2C([CH2:21][CH2:22][O:23][CH:24]2C(OC)=O)=CC=1. (4) Given the product [CH3:1][O:2][C:3]([C:5]1[CH:10]=[CH:9][C:8]([CH:12]2[CH2:16][CH2:15][O:14][CH2:13]2)=[C:7]([C:23]2[CH:22]=[CH:21][CH:20]=[C:19]([Cl:18])[CH:24]=2)[N:6]=1)=[O:4], predict the reactants needed to synthesize it. The reactants are: [CH3:1][O:2][C:3]([C:5]1[C:10](C)=[CH:9][C:8]([CH:12]2[CH2:16][CH2:15][O:14][CH2:13]2)=[C:7](Br)[N:6]=1)=[O:4].[Cl:18][C:19]1[CH:20]=[C:21](B(O)O)[CH:22]=[CH:23][CH:24]=1.C(=O)([O-])[O-].[Cs+].[Cs+]. (5) Given the product [Cl:43][C:40]1[CH:41]=[CH:42][C:37]([CH2:36][C@@H:32]([NH:31][C:29](=[O:30])[O:28][C:24]([CH3:26])([CH3:25])[CH3:27])[C:33]([N:21]2[CH2:22][CH2:23][N:18]([C:10]3[C:9]([C:5]4[CH:6]=[CH:7][CH:8]=[C:3]([O:2][CH3:1])[CH:4]=4)=[CH:14][N:13]=[C:12]4[NH:15][CH:16]=[CH:17][C:11]=34)[CH2:19][CH2:20]2)=[O:34])=[CH:38][CH:39]=1, predict the reactants needed to synthesize it. The reactants are: [CH3:1][O:2][C:3]1[CH:4]=[C:5]([C:9]2[C:10]([N:18]3[CH2:23][CH2:22][NH:21][CH2:20][CH2:19]3)=[C:11]3[CH:17]=[CH:16][NH:15][C:12]3=[N:13][CH:14]=2)[CH:6]=[CH:7][CH:8]=1.[C:24]([O:28][C:29]([NH:31][C@H:32]([CH2:36][C:37]1[CH:42]=[CH:41][C:40]([Cl:43])=[CH:39][CH:38]=1)[C:33](O)=[O:34])=[O:30])([CH3:27])([CH3:26])[CH3:25].C1C=CC2N(O)N=NC=2C=1.O.CCN=C=NCCCN(C)C.CCN(C(C)C)C(C)C. (6) The reactants are: [OH:1][C:2]1[CH:7]=[C:6]([CH3:8])[N:5]([CH3:9])[C:4](=[O:10])[C:3]=1[C:11](=[O:25])[CH:12]=[CH:13][C:14]1[CH:19]=[CH:18][CH:17]=[C:16]([O:20][CH2:21][C:22]([OH:24])=[O:23])[CH:15]=1.ON1[C:31](=[O:32])[CH2:30][CH2:29][C:28]1=O.[CH:34]1(N=C=N[CH:34]2[CH2:39][CH2:38]C[CH2:36][CH2:35]2)[CH2:39][CH2:38]C[CH2:36][CH2:35]1. Given the product [OH:1][C:2]1[CH:7]=[C:6]([CH3:8])[N:5]([CH3:9])[C:4](=[O:10])[C:3]=1[C:11](=[O:25])[CH:12]=[CH:13][C:14]1[CH:19]=[CH:18][CH:17]=[C:16]([O:20][CH2:21][C:22]([O:24][CH2:36][CH2:35][CH2:34][CH2:39][CH2:38][CH2:28][CH2:29][CH2:30][CH2:31][OH:32])=[O:23])[CH:15]=1, predict the reactants needed to synthesize it. (7) Given the product [Br:1][C:2]1[N:7]=[C:6]([CH2:8][Br:16])[CH:5]=[CH:4][CH:3]=1, predict the reactants needed to synthesize it. The reactants are: [Br:1][C:2]1[N:7]=[C:6]([CH3:8])[CH:5]=[CH:4][CH:3]=1.C1C(=O)N([Br:16])C(=O)C1.C(OOC(=O)C1C=CC=CC=1)(=O)C1C=CC=CC=1. (8) Given the product [Cl:40][S:41]([C:44]1[CH:45]=[C:46]([CH:50]=[CH:51][CH:52]=1)[C:47]([NH:1][C:2]1[S:3][C:4]2[CH2:32][CH2:31][CH2:30][CH2:29][C:5]=2[C:6]=1[C:7]([NH:9][C:10]1[CH:11]=[CH:12][C:13]([CH2:16][CH2:17][CH2:18][C:19]2[CH:20]=[CH:21][C:22]([C:23]([O:25][CH3:26])=[O:24])=[CH:27][CH:28]=2)=[CH:14][CH:15]=1)=[O:8])=[O:48])(=[O:43])=[O:42], predict the reactants needed to synthesize it. The reactants are: [NH2:1][C:2]1[S:3][C:4]2[CH2:32][CH2:31][CH2:30][CH2:29][C:5]=2[C:6]=1[C:7]([NH:9][C:10]1[CH:15]=[CH:14][C:13]([CH2:16][CH2:17][CH2:18][C:19]2[CH:28]=[CH:27][C:22]([C:23]([O:25][CH3:26])=[O:24])=[CH:21][CH:20]=2)=[CH:12][CH:11]=1)=[O:8].C(N(CC)CC)C.[Cl:40][S:41]([C:44]1[CH:45]=[C:46]([CH:50]=[CH:51][CH:52]=1)[C:47](Cl)=[O:48])(=[O:43])=[O:42]. (9) Given the product [CH3:1][C:2]1[CH:7]=[CH:6][C:5]([N:9]2[CH2:14][CH2:13][CH2:12][CH2:11][CH2:10]2)=[CH:4][CH:3]=1, predict the reactants needed to synthesize it. The reactants are: [CH3:1][C:2]1[CH:7]=[CH:6][C:5](Cl)=[CH:4][CH:3]=1.[NH:9]1[CH2:14][CH2:13][CH2:12][CH2:11][CH2:10]1.CC([O-])(C)C.[Na+].